From a dataset of NCI-60 drug combinations with 297,098 pairs across 59 cell lines. Regression. Given two drug SMILES strings and cell line genomic features, predict the synergy score measuring deviation from expected non-interaction effect. Drug 1: CC1=CC=C(C=C1)C2=CC(=NN2C3=CC=C(C=C3)S(=O)(=O)N)C(F)(F)F. Drug 2: CCC1=C2CN3C(=CC4=C(C3=O)COC(=O)C4(CC)O)C2=NC5=C1C=C(C=C5)O. Cell line: T-47D. Synergy scores: CSS=5.39, Synergy_ZIP=-0.000269, Synergy_Bliss=9.17, Synergy_Loewe=-37.7, Synergy_HSA=-5.81.